This data is from Experimentally validated miRNA-target interactions with 360,000+ pairs, plus equal number of negative samples. The task is: Binary Classification. Given a miRNA mature sequence and a target amino acid sequence, predict their likelihood of interaction. (1) The miRNA is hsa-miR-6801-3p with sequence ACCCCUGCCACUCACUGGCC. The protein sequence of the target gene is MLDTIARALQDLGRQVLPTLPSLSQEEVSIIWGNVSEFVRRQLTLHKGVQIPAFGTFTFIRQKLEVGNNKFILIQRPVFIMVEKLVQIHGLKQNKVYTPGEIPIVPLNFVMISLEGPFNRDVVEGCVKETLLFLSRSISMKQNVEFTFKGIGVLMIRDSKVKMRFYKDFLCTMDGSGALAKALANRPGTVDSVLSSREALRKWPSSVLAFPRIELKEMENKLPMETLVEECGENRERKCKLKDQSDKEEGTRDISSPKRLRDRQALFPAKVTNVSLLEKFERSESGGKIMTPESLSYPSC.... Result: 0 (no interaction). (2) The miRNA is hsa-miR-452-5p with sequence AACUGUUUGCAGAGGAAACUGA. The protein sequence of the target gene is MWVSWAPGLWLLGLWATFGHGANTGAQCPPSQQEGLKLEHSSSLPANVTGFNLIHRLSLMKTSAIKKIRNPKGPLILRLGAAPVTQPTRRVFPRGLPEEFALVLTLLLKKHTHQKTWYLFQVTDANGYPQISLEVNSQERSLELRAQGQDGDFVSCIFPVPQLFDLRWHKLMLSVAGRVASVHVDCSSASSQPLGPRRPMRPVGHVFLGLDAEQGKPVSFDLQQVHIYCDPELVLEEGCCEILPAGCPPETSKARRDTQSNELIEINPQSEGKVYTRCFCLEEPQNSEVDAQLTGRISQK.... Result: 0 (no interaction).